From a dataset of Catalyst prediction with 721,799 reactions and 888 catalyst types from USPTO. Predict which catalyst facilitates the given reaction. (1) Reactant: [CH2:1]([O:3][CH:4]([O:7][CH2:8][CH3:9])[CH2:5][OH:6])[CH3:2].[H-].[Na+].[F:12][C:13]1[C:27]([F:28])=[CH:26][C:25](F)=[C:24]([N+:30]([O-:32])=[O:31])[C:14]=1[NH:15][C:16]1[CH:21]=[CH:20][C:19]([I:22])=[CH:18][C:17]=1[F:23].O. Product: [CH2:1]([O:3][CH:4]([O:7][CH2:8][CH3:9])[CH2:5][O:6][C:25]1[C:24]([N+:30]([O-:32])=[O:31])=[C:14]([C:13]([F:12])=[C:27]([F:28])[CH:26]=1)[NH:15][C:16]1[CH:21]=[CH:20][C:19]([I:22])=[CH:18][C:17]=1[F:23])[CH3:2]. The catalyst class is: 1. (2) Reactant: [CH3:1][C:2]1[CH:11]=[CH:10][C:9]2[C:4](=[CH:5][CH:6]=[C:7]([CH2:12]O)[CH:8]=2)[N:3]=1.C1CCN2C(=NCCC2)CC1.C1C=CC(P([N:39]=[N+:40]=[N-:41])(C2C=CC=CC=2)=O)=CC=1.O. Product: [N:39]([CH2:12][C:7]1[CH:8]=[C:9]2[C:4](=[CH:5][CH:6]=1)[N:3]=[C:2]([CH3:1])[CH:11]=[CH:10]2)=[N+:40]=[N-:41]. The catalyst class is: 3. (3) Reactant: [Cl:1][C:2]1[CH:7]=[CH:6][C:5]([NH:8][C:9](=[O:15])[O:10][C:11]([CH3:14])([CH3:13])[CH3:12])=[C:4]([O:16][CH3:17])[CH:3]=1.C([Li])(CC)C.C1CCCCC=1.CCCCCC.[CH3:35][O:36][C:37]1[C:44]([O:45][CH3:46])=[CH:43][CH:42]=[CH:41][C:38]=1[CH:39]=[O:40].[Cl-].[NH4+]. Product: [Cl:1][C:2]1[CH:3]=[C:4]([O:16][CH3:17])[C:5]([NH:8][C:9](=[O:15])[O:10][C:11]([CH3:13])([CH3:14])[CH3:12])=[C:6]([CH:39]([C:38]2[CH:41]=[CH:42][CH:43]=[C:44]([O:45][CH3:46])[C:37]=2[O:36][CH3:35])[OH:40])[CH:7]=1. The catalyst class is: 362. (4) Product: [CH3:26][C:2]1[N:3]=[N:4][CH:5]=[C:6]([CH3:25])[C:7]=1[C:8]1[CH:23]=[CH:22][C:11]([O:12][C:13]2[C:18]3[CH:19]=[CH:20][O:21][C:17]=3[CH:16]=[CH:15][N:14]=2)=[CH:10][C:9]=1[CH3:24]. Reactant: Cl[C:2]1[N:3]=[N:4][CH:5]=[C:6]([CH3:25])[C:7]=1[C:8]1[CH:23]=[CH:22][C:11]([O:12][C:13]2[C:18]3[CH:19]=[CH:20][O:21][C:17]=3[CH:16]=[CH:15][N:14]=2)=[CH:10][C:9]=1[CH3:24].[CH3:26][Al](C)C.C1(C)C=CC=CC=1.CO. The catalyst class is: 77. (5) Reactant: [CH3:1][C:2]1[CH:7]=[C:6]([CH3:8])[CH:5]=[C:4]([C:9]2[CH:14]=[CH:13][N:12]=[CH:11][CH:10]=2)[C:3]=1[OH:15].Br[CH2:17][C:18]([O:20][CH3:21])=[O:19].C(=O)([O-])[O-].[Cs+].[Cs+]. Product: [CH3:1][C:2]1[CH:7]=[C:6]([CH3:8])[CH:5]=[C:4]([C:9]2[CH:14]=[CH:13][N:12]=[CH:11][CH:10]=2)[C:3]=1[O:15][CH2:17][C:18]([O:20][CH3:21])=[O:19]. The catalyst class is: 10. (6) Reactant: Br[C:2]1[C:3]([Cl:20])=[C:4]2[CH:10]=[CH:9][N:8]([S:11]([C:14]3[CH:19]=[CH:18][CH:17]=[CH:16][CH:15]=3)(=[O:13])=[O:12])[C:5]2=[N:6][CH:7]=1.[C:21]1(B(O)O)[CH:26]=[CH:25][CH:24]=[CH:23][CH:22]=1.C1(C)C=CC=CC=1. Product: [Cl:20][C:3]1[C:2]([C:21]2[CH:26]=[CH:25][CH:24]=[CH:23][CH:22]=2)=[CH:7][N:6]=[C:5]2[N:8]([S:11]([C:14]3[CH:19]=[CH:18][CH:17]=[CH:16][CH:15]=3)(=[O:13])=[O:12])[CH:9]=[CH:10][C:4]=12. The catalyst class is: 14. (7) Reactant: C(O)(C(F)(F)F)=O.[Cl:8][C:9]1[C:14]([N:15]2[CH:44]=[CH:43][C:18]3[N:19]=[C:20]([NH:23][C:24]4[CH:29]=[CH:28][C:27]([N:30]5[CH2:35][CH2:34][N:33](C(OC(C)(C)C)=O)[CH2:32][CH2:31]5)=[CH:26][CH:25]=4)[N:21]=[CH:22][C:17]=3[C:16]2=[O:45])=[CH:13][CH:12]=[CH:11][N:10]=1. Product: [Cl:8][C:9]1[C:14]([N:15]2[CH:44]=[CH:43][C:18]3[N:19]=[C:20]([NH:23][C:24]4[CH:29]=[CH:28][C:27]([N:30]5[CH2:31][CH2:32][NH:33][CH2:34][CH2:35]5)=[CH:26][CH:25]=4)[N:21]=[CH:22][C:17]=3[C:16]2=[O:45])=[CH:13][CH:12]=[CH:11][N:10]=1. The catalyst class is: 2. (8) Reactant: [Cl:1][C:2]1[CH:18]=[CH:17][C:5]2[CH2:6][CH2:7][N:8](C(=O)C(F)(F)F)[CH2:9][CH2:10][C:4]=2[C:3]=1[N:19]1[CH2:23][CH2:22][CH2:21][CH:20]1[C:24]1[CH:29]=[CH:28][CH:27]=[CH:26][CH:25]=1.CO.Cl. Product: [ClH:1].[Cl:1][C:2]1[CH:18]=[CH:17][C:5]2[CH2:6][CH2:7][NH:8][CH2:9][CH2:10][C:4]=2[C:3]=1[N:19]1[CH2:23][CH2:22][CH2:21][CH:20]1[C:24]1[CH:29]=[CH:28][CH:27]=[CH:26][CH:25]=1. The catalyst class is: 27.